This data is from Peptide-MHC class II binding affinity with 134,281 pairs from IEDB. The task is: Regression. Given a peptide amino acid sequence and an MHC pseudo amino acid sequence, predict their binding affinity value. This is MHC class II binding data. (1) The peptide sequence is LVNLLIFHINGKIIK. The MHC is DRB5_0101 with pseudo-sequence DRB5_0101. The binding affinity (normalized) is 0.264. (2) The peptide sequence is QRKVFRELVRNCDLP. The MHC is HLA-DQA10201-DQB10303 with pseudo-sequence HLA-DQA10201-DQB10303. The binding affinity (normalized) is 0.170. (3) The peptide sequence is RDKFLANVSTVLTGK. The MHC is DRB1_0802 with pseudo-sequence DRB1_0802. The binding affinity (normalized) is 0.859. (4) The peptide sequence is KKGMTTVLDFHPGAG. The MHC is DRB1_1101 with pseudo-sequence DRB1_1101. The binding affinity (normalized) is 0.200. (5) The peptide sequence is LAAMDGGGFYADDTA. The MHC is HLA-DQA10303-DQB10402 with pseudo-sequence HLA-DQA10303-DQB10402. The binding affinity (normalized) is 0. (6) The MHC is DRB1_0101 with pseudo-sequence DRB1_0101. The peptide sequence is DHCSQVFLKMRRIFG. The binding affinity (normalized) is 0.716.